Predict the product of the given reaction. From a dataset of Forward reaction prediction with 1.9M reactions from USPTO patents (1976-2016). (1) Given the reactants [S:1]1[CH:5]=[CH:4][CH:3]=[C:2]1[C:6]1[C:16]2[O:15][CH2:14][CH2:13][N:12](C(OC(C)(C)C)=O)[CH2:11][C:10]=2[CH:9]=[CH:8][CH:7]=1.C(OCC)(=O)C.[ClH:30], predict the reaction product. The product is: [ClH:30].[S:1]1[CH:5]=[CH:4][CH:3]=[C:2]1[C:6]1[C:16]2[O:15][CH2:14][CH2:13][NH:12][CH2:11][C:10]=2[CH:9]=[CH:8][CH:7]=1. (2) The product is: [CH:23]([C:19]1[N:20]=[N:21][S:22][C:18]=1[C:7]1[CH:6]=[C:5]([CH:10]=[C:9]([C:11]2[CH:16]=[CH:15][C:14]([CH3:17])=[CH:13][N:12]=2)[CH:8]=1)[C:4]([OH:26])=[O:3])([CH3:25])[CH3:24]. Given the reactants C([O:3][C:4](=[O:26])[C:5]1[CH:10]=[C:9]([C:11]2[CH:16]=[CH:15][C:14]([CH3:17])=[CH:13][N:12]=2)[CH:8]=[C:7]([C:18]2[S:22][N:21]=[N:20][C:19]=2[CH:23]([CH3:25])[CH3:24])[CH:6]=1)C.[Li+].[OH-], predict the reaction product. (3) Given the reactants [CH3:1][O:2][C:3]([CH:5]([PH4])[CH2:6][C:7]([O:9][C:10]([CH3:13])([CH3:12])[CH3:11])=[O:8])=[O:4].[CH3:15][C:16]1[O:20][C:19]([CH:21]=O)=[CH:18][CH:17]=1, predict the reaction product. The product is: [C:10]([O:9][C:7](=[O:8])[CH2:6]/[C:5](/[C:3]([O:2][CH3:1])=[O:4])=[CH:21]\[C:19]1[O:20][C:16]([CH3:15])=[CH:17][CH:18]=1)([CH3:13])([CH3:12])[CH3:11]. (4) The product is: [ClH:22].[C@H:9]12[CH2:14][C@H:12]([NH:11][CH2:10]1)[CH2:13][N:8]2[C:6]([NH2:19])=[O:5]. Given the reactants C([O:5][C:6]([N:8]1[CH2:13][C@@H:12]2[CH2:14][C@H:9]1[CH2:10][NH:11]2)=O)(C)(C)C.[Si]([N:19]=C=O)(C)(C)C.[ClH:22].O1CCOCC1, predict the reaction product. (5) Given the reactants P(Cl)(Cl)([Cl:3])=O.O[C:7]1[C:16]2[C:11](=[CH:12][CH:13]=[CH:14][N:15]=2)[N:10]=[CH:9][C:8]=1[N+:17]([O-:19])=[O:18], predict the reaction product. The product is: [Cl:3][C:7]1[C:16]2[C:11](=[CH:12][CH:13]=[CH:14][N:15]=2)[N:10]=[CH:9][C:8]=1[N+:17]([O-:19])=[O:18]. (6) Given the reactants [CH3:1][O:2][C@@H:3]([C@@H:17]1[CH2:21][CH2:20][CH2:19][N:18]1C(OC(C)(C)C)=O)[C@@H:4]([CH3:16])[C:5](=[O:15])[NH:6][CH2:7][CH2:8][C:9]1[CH:14]=[CH:13][CH:12]=[CH:11][CH:10]=1.[ClH:29], predict the reaction product. The product is: [ClH:29].[CH3:1][O:2][C@@H:3]([C@@H:17]1[CH2:21][CH2:20][CH2:19][NH:18]1)[C@@H:4]([CH3:16])[C:5]([NH:6][CH2:7][CH2:8][C:9]1[CH:10]=[CH:11][CH:12]=[CH:13][CH:14]=1)=[O:15]. (7) The product is: [F:1][C:2]1[CH:3]=[CH:4][C:5]([O:39][CH3:40])=[C:6]([C:8]([CH3:37])([CH3:38])[CH2:9][C:10]([OH:36])([C:32]([F:34])([F:35])[F:33])[CH2:11][NH:12][C:13]2[CH:21]=[C:20]([CH3:22])[CH:19]=[C:18]3[C:14]=2[CH:15]=[N:16][N:17]3[C:23]2[CH:24]=[C:25]([C:26]([N:41]3[CH2:48][CH2:47][CH2:46][C@H:42]3[C:43]([NH2:45])=[O:44])=[O:27])[CH:29]=[CH:30][CH:31]=2)[CH:7]=1. Given the reactants [F:1][C:2]1[CH:3]=[CH:4][C:5]([O:39][CH3:40])=[C:6]([C:8]([CH3:38])([CH3:37])[CH2:9][C:10]([OH:36])([C:32]([F:35])([F:34])[F:33])[CH2:11][NH:12][C:13]2[CH:21]=[C:20]([CH3:22])[CH:19]=[C:18]3[C:14]=2[CH:15]=[N:16][N:17]3[C:23]2[CH:24]=[C:25]([CH:29]=[CH:30][CH:31]=2)[C:26](O)=[O:27])[CH:7]=1.[NH:41]1[CH2:48][CH2:47][CH2:46][C@H:42]1[C:43]([NH2:45])=[O:44], predict the reaction product. (8) Given the reactants [K+].[Cl:2][C:3]1[CH:8]=[CH:7][C:6]([CH2:9][C:10]([NH:12][C:13]2[CH:14]=[C:15]([C:19]([C:21]3[C:29]4[CH:28]=[N:27][CH:26]=[N:25][C:24]=4[N:23]([CH2:30][C:31]([O-])=[O:32])[CH:22]=3)=[O:20])[CH:16]=[N:17][CH:18]=2)=[O:11])=[CH:5][CH:4]=1.Cl.CN.[CH3:37][N:38](C(ON1N=NC2C=CC=NC1=2)=[N+](C)C)C.F[P-](F)(F)(F)(F)F, predict the reaction product. The product is: [Cl:2][C:3]1[CH:4]=[CH:5][C:6]([CH2:9][C:10]([NH:12][C:13]2[CH:18]=[N:17][CH:16]=[C:15]([C:19]([C:21]3[C:29]4[CH:28]=[N:27][CH:26]=[N:25][C:24]=4[N:23]([CH2:30][C:31]([NH:38][CH3:37])=[O:32])[CH:22]=3)=[O:20])[CH:14]=2)=[O:11])=[CH:7][CH:8]=1. (9) Given the reactants [C:1]([O:5][P:6]([O:13][CH2:14][C:15]1[CH:24]=[CH:23][C:18]([C:19]([O:21]C)=[O:20])=[CH:17][CH:16]=1)([O:8][C:9]([CH3:12])([CH3:11])[CH3:10])=[O:7])([CH3:4])([CH3:3])[CH3:2].[OH-].[Na+].C(O)C, predict the reaction product. The product is: [C:9]([O:8][P:6]([O:13][CH2:14][C:15]1[CH:16]=[CH:17][C:18]([C:19]([OH:21])=[O:20])=[CH:23][CH:24]=1)([O:5][C:1]([CH3:4])([CH3:3])[CH3:2])=[O:7])([CH3:10])([CH3:11])[CH3:12].